Dataset: Reaction yield outcomes from USPTO patents with 853,638 reactions. Task: Predict the reaction yield, written as a fraction of the theoretical maximum amount of product (1.0 means a 100% yield; for example, 0.34 means a 34% yield). (1) The reactants are [CH2:1]([N:8]1[CH2:14][CH2:13][CH2:12][CH2:11][C@H:10]([NH:15]C(=O)OC(C)(C)C)[C:9]1=[O:23])[C:2]1[CH:7]=[CH:6][CH:5]=[CH:4][CH:3]=1.[ClH:24].O1CCOCC1. The catalyst is C(Cl)Cl. The product is [ClH:24].[NH2:15][C@H:10]1[CH2:11][CH2:12][CH2:13][CH2:14][N:8]([CH2:1][C:2]2[CH:7]=[CH:6][CH:5]=[CH:4][CH:3]=2)[C:9]1=[O:23]. The yield is 0.990. (2) The reactants are Cl[C:2]1[CH:7]=[C:6]([Cl:8])[N:5]=[CH:4][N:3]=1.[NH2:9][C:10]1[CH:11]=[C:12]([CH:17]=[CH:18][CH:19]=1)[C:13]([O:15][CH3:16])=[O:14].CCN(C(C)C)C(C)C. The catalyst is C(O)CCC. The product is [Cl:8][C:6]1[N:5]=[CH:4][N:3]=[C:2]([NH:9][C:10]2[CH:11]=[C:12]([CH:17]=[CH:18][CH:19]=2)[C:13]([O:15][CH3:16])=[O:14])[CH:7]=1. The yield is 0.340.